Predict the reactants needed to synthesize the given product. From a dataset of Full USPTO retrosynthesis dataset with 1.9M reactions from patents (1976-2016). (1) Given the product [CH2:7]([N:14]1[CH2:15][CH2:16][CH:17]([N:20]([C:21]2[CH:26]=[CH:25][CH:24]=[CH:23][CH:22]=2)[C:1](=[O:5])[C:2]([Cl:4])=[O:3])[CH2:18][CH2:19]1)[C:8]1[CH:9]=[CH:10][CH:11]=[CH:12][CH:13]=1, predict the reactants needed to synthesize it. The reactants are: [C:1](Cl)(=[O:5])[C:2]([Cl:4])=[O:3].[CH2:7]([N:14]1[CH2:19][CH2:18][CH:17]([NH:20][C:21]2[CH:26]=[CH:25][CH:24]=[CH:23][CH:22]=2)[CH2:16][CH2:15]1)[C:8]1[CH:13]=[CH:12][CH:11]=[CH:10][CH:9]=1. (2) Given the product [CH3:11][C:1]1[CH:6]=[CH:5][C:4]([S:7]([O:17][CH2:6][CH:1]2[CH2:11][CH2:16][C:15](=[O:14])[CH2:3][CH2:2]2)(=[O:9])=[O:8])=[CH:3][CH:2]=1, predict the reactants needed to synthesize it. The reactants are: [C:1]1([CH3:11])[CH:6]=[CH:5][C:4]([S:7](Cl)(=[O:9])=[O:8])=[CH:3][CH:2]=1.CC[O:14][CH2:15][CH3:16].[OH2:17].